Dataset: TCR-epitope binding with 47,182 pairs between 192 epitopes and 23,139 TCRs. Task: Binary Classification. Given a T-cell receptor sequence (or CDR3 region) and an epitope sequence, predict whether binding occurs between them. (1) The epitope is SEETGTLIV. The TCR CDR3 sequence is CASSPLSGAAYEQYF. Result: 1 (the TCR binds to the epitope). (2) The epitope is NLNESLIDL. The TCR CDR3 sequence is CASSSRLSHPLYNEQFF. Result: 1 (the TCR binds to the epitope). (3) The epitope is KLGGALQAK. The TCR CDR3 sequence is CASSLAGGTEAFF. Result: 0 (the TCR does not bind to the epitope). (4) The epitope is PROT_97E67BCC. The TCR CDR3 sequence is CASSGMASGTDTQYF. Result: 1 (the TCR binds to the epitope). (5) The epitope is FADDLNQLTGY. The TCR CDR3 sequence is CASSLVAGADEAFF. Result: 1 (the TCR binds to the epitope). (6) The epitope is LEPLVDLPI. The TCR CDR3 sequence is CASKSTRDSPNNQPQHF. Result: 1 (the TCR binds to the epitope). (7) The epitope is RLFRKSNLK. The TCR CDR3 sequence is CASSLERGSYEQYF. Result: 1 (the TCR binds to the epitope).